This data is from Full USPTO retrosynthesis dataset with 1.9M reactions from patents (1976-2016). The task is: Predict the reactants needed to synthesize the given product. (1) Given the product [Cl:22][CH2:23][CH2:24][O:25][C:26]1[CH:31]=[CH:30][C:29]([C:14]2[CH:15]=[N:16][CH:17]=[C:18]([C:13]=2[NH:12][C:4]2[C:5]([CH3:11])=[C:6]3[C:10](=[C:2]([Cl:1])[CH:3]=2)[NH:9][CH:8]=[CH:7]3)[C:19]#[N:20])=[CH:28][CH:27]=1, predict the reactants needed to synthesize it. The reactants are: [Cl:1][C:2]1[CH:3]=[C:4]([NH:12][C:13]2[C:18]([C:19]#[N:20])=[CH:17][N:16]=[CH:15][C:14]=2I)[C:5]([CH3:11])=[C:6]2[C:10]=1[NH:9][CH:8]=[CH:7]2.[Cl:22][CH2:23][CH2:24][O:25][C:26]1[CH:31]=[CH:30][C:29](B(OC(C)C)OC(C)C)=[CH:28][CH:27]=1.C(=O)([O-])[O-].[Na+].[Na+].C(OCC)(=O)C. (2) Given the product [Cl:1][C:2]1[CH:7]=[C:6]([NH:8][C:9]2[CH:10]=[CH:11][C:12]([F:15])=[CH:13][CH:14]=2)[CH:5]=[CH:4][C:3]=1[C:17]([C:19]1[CH:24]=[C:23]([N:40]2[CH:43]=[C:48]([CH2:47][CH2:49][OH:50])[N:42]=[N:41]2)[CH:22]=[CH:21][C:20]=1[CH3:39])=[O:18], predict the reactants needed to synthesize it. The reactants are: [Cl:1][C:2]1[CH:7]=[C:6]([NH:8][C:9]2[CH:14]=[CH:13][C:12]([F:15])=[CH:11][C:10]=2F)[CH:5]=[CH:4][C:3]=1[C:17]([C:19]1[CH:24]=[C:23](C2N=NN(CCOC3CCCCO3)C=2)[CH:22]=[CH:21][C:20]=1[CH3:39])=[O:18].[N:40]([C:43]1C=CC(C)=[C:47]([C:49](C2C=CC(NC3C=CC(F)=CC=3)=CC=2Cl)=[O:50])[CH:48]=1)=[N+:41]=[N-:42].C(O)CC#C. (3) Given the product [CH3:3][N:2]([CH2:4][C:5]1[CH:6]=[C:7]([CH:12]=[C:13]([F:15])[CH:14]=1)[C:8]([OH:10])=[O:9])[CH3:1], predict the reactants needed to synthesize it. The reactants are: [CH3:1][N:2]([CH2:4][C:5]1[CH:6]=[C:7]([CH:12]=[C:13]([F:15])[CH:14]=1)[C:8]([O:10]C)=[O:9])[CH3:3].O.[OH-].[Li+].